Dataset: Reaction yield outcomes from USPTO patents with 853,638 reactions. Task: Predict the reaction yield, written as a fraction of the theoretical maximum amount of product (1.0 means a 100% yield; for example, 0.34 means a 34% yield). The reactants are [CH3:1][NH:2][CH2:3][C:4]1[CH:9]=[CH:8][CH:7]=[CH:6][CH:5]=1.Cl[C:11]1[CH:16]=[N:15][CH:14]=[C:13]([Cl:17])[N:12]=1. No catalyst specified. The product is [CH2:3]([N:2]([CH3:1])[C:11]1[CH:16]=[N:15][CH:14]=[C:13]([Cl:17])[N:12]=1)[C:4]1[CH:9]=[CH:8][CH:7]=[CH:6][CH:5]=1. The yield is 0.700.